From a dataset of Forward reaction prediction with 1.9M reactions from USPTO patents (1976-2016). Predict the product of the given reaction. (1) Given the reactants Cl.Cl.[NH:3]1[C:11]2[C:6](=[CH:7][CH:8]=[CH:9][CH:10]=2)[C:5]([CH:12]2[CH2:17][CH2:16][CH:15]([NH:18][CH:19]([CH:23]3[CH2:28][CH2:27][NH:26][CH2:25][CH2:24]3)[C:20]([NH2:22])=[O:21])[CH2:14][CH2:13]2)=[CH:4]1.[CH3:29][C:30]1([CH3:44])[CH2:34][C:33]2[CH:35]=[C:36](/[CH:39]=[CH:40]/[C:41](O)=[O:42])[CH:37]=[CH:38][C:32]=2[O:31]1, predict the reaction product. The product is: [NH:3]1[C:11]2[C:6](=[CH:7][CH:8]=[CH:9][CH:10]=2)[C:5]([CH:12]2[CH2:17][CH2:16][CH:15]([NH:18][CH:19]([CH:23]3[CH2:24][CH2:25][N:26]([C:41](=[O:42])/[CH:40]=[CH:39]/[C:36]4[CH:37]=[CH:38][C:32]5[O:31][C:30]([CH3:29])([CH3:44])[CH2:34][C:33]=5[CH:35]=4)[CH2:27][CH2:28]3)[C:20]([NH2:22])=[O:21])[CH2:14][CH2:13]2)=[CH:4]1. (2) Given the reactants [NH2:1][C:2]1[N:7]=[C:6](Br)[C:5](Br)=[CH:4][CH:3]=1.C([Sn](CCCC)(CCCC)[CH2:15][O:16][CH2:17][Sn](CCCC)(CCCC)CCCC)CCC.CC(C1C=C(C(C)C)C(C2C=CC=CC=2P(C2CCCCC2)C2CCCCC2)=C(C(C)C)C=1)C, predict the reaction product. The product is: [NH2:1][C:2]1[N:7]=[C:6]2[CH2:15][O:16][CH2:17][C:5]2=[CH:4][CH:3]=1. (3) Given the reactants Cl[C:2]([O:4][CH3:5])=[O:3].[NH2:6][CH2:7][C@H:8]1[O:12][C:11](=[O:13])[N:10]([C:14]2[CH:15]=[C:16]3[C:20](=[CH:21][CH:22]=2)[N:19]([CH:23]2[CH2:25][CH2:24]2)[C:18](=[O:26])[CH2:17]3)[CH2:9]1.C(N(C(C)C)CC)(C)C, predict the reaction product. The product is: [CH3:5][O:4][C:2](=[O:3])[NH:6][CH2:7][C@@H:8]1[O:12][C:11](=[O:13])[N:10]([C:14]2[CH:15]=[C:16]3[C:20](=[CH:21][CH:22]=2)[N:19]([CH:23]2[CH2:25][CH2:24]2)[C:18](=[O:26])[CH2:17]3)[CH2:9]1. (4) Given the reactants [CH:1]1([N:7]2[CH2:12][CH2:11][N:10]([C:13]([CH:15]3[C:23]4[C:18](=[CH:19][CH:20]=[CH:21][CH:22]=4)[N:17]([CH:24]4[CH2:29][CH2:28][CH:27]([NH:30][C:31](=[O:37])[O:32][C:33]([CH3:36])([CH3:35])[CH3:34])[CH2:26][CH2:25]4)[CH2:16]3)=[O:14])[CH2:9][CH2:8]2)[CH2:6][CH2:5][CH2:4][CH2:3][CH2:2]1.C(C1C(=O)C(Cl)=C(Cl)C(=O)C=1C#N)#N, predict the reaction product. The product is: [CH:1]1([N:7]2[CH2:8][CH2:9][N:10]([C:13]([C:15]3[C:23]4[C:18](=[CH:19][CH:20]=[CH:21][CH:22]=4)[N:17]([CH:24]4[CH2:29][CH2:28][CH:27]([NH:30][C:31](=[O:37])[O:32][C:33]([CH3:35])([CH3:34])[CH3:36])[CH2:26][CH2:25]4)[CH:16]=3)=[O:14])[CH2:11][CH2:12]2)[CH2:2][CH2:3][CH2:4][CH2:5][CH2:6]1. (5) Given the reactants [CH3:1][C:2]1[N:7]=[C:6]2[S:8][C:9]3[CH2:14][CH2:13][CH2:12][CH2:11][C:10]=3[C:5]2=[C:4]([C:15]2[CH:20]=[CH:19][C:18]([CH2:21][CH3:22])=[CH:17][CH:16]=2)[C:3]=1[CH:23]([CH2:28][CH2:29][CH3:30])[C:24]([O:26]C)=[O:25].[OH-].[Na+], predict the reaction product. The product is: [CH3:1][C:2]1[N:7]=[C:6]2[S:8][C:9]3[CH2:14][CH2:13][CH2:12][CH2:11][C:10]=3[C:5]2=[C:4]([C:15]2[CH:16]=[CH:17][C:18]([CH2:21][CH3:22])=[CH:19][CH:20]=2)[C:3]=1[CH:23]([CH2:28][CH2:29][CH3:30])[C:24]([OH:26])=[O:25].